This data is from Rat liver microsome stability data. The task is: Regression/Classification. Given a drug SMILES string, predict its absorption, distribution, metabolism, or excretion properties. Task type varies by dataset: regression for continuous measurements (e.g., permeability, clearance, half-life) or binary classification for categorical outcomes (e.g., BBB penetration, CYP inhibition). Dataset: rlm. (1) The compound is Cn1cc(NC(=O)c2ccc3cnc(N[C@@H]4CCCC[C@@H]4N)nn23)c(C#N)n1. The result is 1 (stable in rat liver microsomes). (2) The molecule is NC1CN(c2cc(-c3ccsc3)ncn2)CC1c1cc(F)c(F)cc1Cl. The result is 0 (unstable in rat liver microsomes).